From a dataset of Full USPTO retrosynthesis dataset with 1.9M reactions from patents (1976-2016). Predict the reactants needed to synthesize the given product. (1) Given the product [C:46]([C:44]1[CH:43]=[CH:42][N:41]=[C:40]([N:30]2[C:29]3[CH:28]=[C:27]([N:16]4[C:15]5[CH:14]=[C:13]([C:9]6[CH:8]=[C:7]([C:1]7[CH:2]=[CH:3][CH:4]=[CH:5][CH:6]=7)[CH:12]=[CH:11][N:10]=6)[CH:25]=[CH:24][C:23]=5[C:22]5[C:17]4=[CH:18][CH:19]=[CH:20][CH:21]=5)[CH:39]=[CH:38][C:37]=3[C:36]3[C:31]2=[CH:32][CH:33]=[CH:34][CH:35]=3)[CH:45]=1)([CH3:49])([CH3:47])[CH3:48], predict the reactants needed to synthesize it. The reactants are: [C:1]1([C:7]2[CH:12]=[CH:11][N:10]=[C:9]([C:13]3[CH:25]=[CH:24][C:23]4[C:22]5[C:17](=[CH:18][CH:19]=[CH:20][CH:21]=5)[NH:16][C:15]=4[CH:14]=3)[CH:8]=2)[CH:6]=[CH:5][CH:4]=[CH:3][CH:2]=1.Br[C:27]1[CH:39]=[CH:38][C:37]2[C:36]3[C:31](=[CH:32][CH:33]=[CH:34][CH:35]=3)[N:30]([C:40]3[CH:45]=[C:44]([C:46]([CH3:49])([CH3:48])[CH3:47])[CH:43]=[CH:42][N:41]=3)[C:29]=2[CH:28]=1.CC(P(C(C)(C)C)C1C(C2C=CC=CC=2)=CC=CC=1)(C)C.CC([O-])(C)C.[Na+]. (2) Given the product [F:29][CH:30]([F:47])[O:31][C:32]1[CH:37]=[CH:36][C:35]([C:2]2[CH:3]=[N:4][C:5]([NH:8][C:9]3[CH:10]=[CH:11][C:12]([F:28])=[C:13]([CH:27]=3)[O:14][CH2:15][CH2:16][N:17]3[CH2:22][CH2:21][CH:20]([C:23]([O:25][CH3:26])=[O:24])[CH2:19][CH2:18]3)=[N:6][CH:7]=2)=[CH:34][CH:33]=1, predict the reactants needed to synthesize it. The reactants are: Br[C:2]1[CH:3]=[N:4][C:5]([NH:8][C:9]2[CH:10]=[CH:11][C:12]([F:28])=[C:13]([CH:27]=2)[O:14][CH2:15][CH2:16][N:17]2[CH2:22][CH2:21][CH:20]([C:23]([O:25][CH3:26])=[O:24])[CH2:19][CH2:18]2)=[N:6][CH:7]=1.[F:29][CH:30]([F:47])[O:31][C:32]1[CH:37]=[CH:36][C:35](B2OC(C)(C)C(C)(C)O2)=[CH:34][CH:33]=1.C([O-])([O-])=O.[K+].[K+]. (3) Given the product [CH3:31][N:9]1[C:10]([CH3:16])([CH3:15])[CH2:11][CH:12]([NH:14][C:19]2[CH:26]=[C:25]([C:27]([F:30])([F:29])[F:28])[CH:24]=[CH:23][C:20]=2[C:21]#[N:22])[CH2:13][C:8]1([CH3:17])[CH3:7], predict the reactants needed to synthesize it. The reactants are: C(=O)([O-])[O-].[K+].[K+].[CH3:7][C:8]1([CH3:17])[CH2:13][CH:12]([NH2:14])[CH2:11][C:10]([CH3:16])([CH3:15])[NH:9]1.F[C:19]1[CH:26]=[C:25]([C:27]([F:30])([F:29])[F:28])[CH:24]=[CH:23][C:20]=1[C:21]#[N:22].[CH3:31]I. (4) Given the product [CH2:1]([O:3][C:4]1[CH:5]=[C:6]([CH:7]=[CH:8][C:9]=1[O:10][CH2:11][CH3:12])[CH2:13][C:14]1[O:16][N:34]=[C:33]([C:35]2[CH:43]=[CH:42][CH:41]=[C:40]3[C:36]=2[CH2:37][CH2:38][C@H:39]3[NH:44][C:45](=[O:51])[O:46][C:47]([CH3:49])([CH3:48])[CH3:50])[N:32]=1)[CH3:2], predict the reactants needed to synthesize it. The reactants are: [CH2:1]([O:3][C:4]1[CH:5]=[C:6]([CH2:13][C:14]([OH:16])=O)[CH:7]=[CH:8][C:9]=1[O:10][CH2:11][CH3:12])[CH3:2].C1C=CC2N(O)N=NC=2C=1.C(Cl)CCl.O[NH:32][C:33]([C:35]1[CH:43]=[CH:42][CH:41]=[C:40]2[C:36]=1[CH2:37][CH2:38][C@H:39]2[NH:44][C:45](=[O:51])[O:46][C:47]([CH3:50])([CH3:49])[CH3:48])=[NH:34]. (5) Given the product [Br:6][C:7]1[CH:14]=[N:13][CH:12]=[CH:11][C:8]=1[CH:9]=[CH2:1], predict the reactants needed to synthesize it. The reactants are: [CH2:1]([Li])CCC.[Br:6][C:7]1[CH:14]=[N:13][CH:12]=[CH:11][C:8]=1[CH:9]=O. (6) Given the product [CH2:14]([S:16][C:17]1[C:22]([C:23]([NH:1][C:2]2[C:3]([SH:12])=[N:4][CH:5]=[C:6]([C:8]([F:9])([F:11])[F:10])[CH:7]=2)=[O:24])=[CH:21][N:20]=[CH:19][CH:18]=1)[CH3:15], predict the reactants needed to synthesize it. The reactants are: [NH2:1][C:2]1[C:3]([SH:12])=[N:4][CH:5]=[C:6]([C:8]([F:11])([F:10])[F:9])[CH:7]=1.Cl.[CH2:14]([S:16][C:17]1[C:22]([C:23](O)=[O:24])=[CH:21][N:20]=[CH:19][CH:18]=1)[CH3:15].CCN=C=NCCCN(C)C.Cl.C1C=CC2N(O)N=NC=2C=1.